From a dataset of Catalyst prediction with 721,799 reactions and 888 catalyst types from USPTO. Predict which catalyst facilitates the given reaction. (1) Reactant: [H-].[Na+].[CH3:3][N:4]1[CH2:9][CH2:8][CH2:7][CH:6]([CH2:10][OH:11])[CH2:5]1.[F:12][C:13]1[CH:20]=[CH:19][CH:18]=[C:17](F)[C:14]=1[C:15]#[N:16].C(#N)C1C=CC=CC=1. Product: [F:12][C:13]1[CH:20]=[CH:19][CH:18]=[C:17]([O:11][CH2:10][CH:6]2[CH2:7][CH2:8][CH2:9][N:4]([CH3:3])[CH2:5]2)[C:14]=1[C:15]#[N:16]. The catalyst class is: 18. (2) Reactant: [C:1]([C:4]1[CH:9]=[CH:8][CH:7]=[CH:6][C:5]=1[NH2:10])(=[O:3])[CH3:2].[BH4-].[Na+].O. Product: [NH2:10][C:5]1[CH:6]=[CH:7][CH:8]=[CH:9][C:4]=1[CH:1]([OH:3])[CH3:2]. The catalyst class is: 5. (3) Reactant: Br[C:2]1[CH:3]=[C:4]([N:8]2[CH2:13][CH2:12][C:11]([CH3:20])([C:14]3[CH:19]=[CH:18][CH:17]=[CH:16][CH:15]=3)[O:10][C:9]2=[O:21])[CH:5]=[CH:6][CH:7]=1.[C:22]1(B(O)O)[CH:27]=[CH:26][CH:25]=[CH:24][CH:23]=1.C([O-])(O)=O.[Na+]. Product: [C:2]1([C:22]2[CH:27]=[CH:26][CH:25]=[CH:24][CH:23]=2)[CH:7]=[CH:6][CH:5]=[C:4]([N:8]2[CH2:13][CH2:12][C:11]([CH3:20])([C:14]3[CH:19]=[CH:18][CH:17]=[CH:16][CH:15]=3)[O:10][C:9]2=[O:21])[CH:3]=1. The catalyst class is: 20. (4) Reactant: [Br:1][C:2]1[CH:3]=[CH:4][C:5]([C:9](C)(C)[CH3:10])=[C:6](O)[CH:7]=1.C1C=CC=CC=1.CC(C)([O-])C.[K+].BrC1C=CC(CC)=CC=1[N+]([O-])=O. Product: [Br:1][C:2]1[CH:3]=[CH:4][C:5]([CH2:9][CH3:10])=[CH:6][CH:7]=1. The catalyst class is: 17. (5) Reactant: C(N(C(C)C)CC)(C)C.Cl[C:11]([O:13][CH2:14][CH2:15][F:16])=[O:12].ClCCl.Cl.[CH3:21][S:22]([C:25]1[CH:26]=[C:27]2[C:31](=[CH:32][CH:33]=1)[N:30]([C:34]1[CH:39]=[C:38]([O:40][CH:41]3[CH2:46][CH2:45][NH:44][CH2:43][CH2:42]3)[N:37]=[CH:36][N:35]=1)[CH2:29][CH2:28]2)(=[O:24])=[O:23]. Product: [CH3:21][S:22]([C:25]1[CH:26]=[C:27]2[C:31](=[CH:32][CH:33]=1)[N:30]([C:34]1[N:35]=[CH:36][N:37]=[C:38]([O:40][CH:41]3[CH2:46][CH2:45][N:44]([C:11]([O:13][CH2:14][CH2:15][F:16])=[O:12])[CH2:43][CH2:42]3)[CH:39]=1)[CH2:29][CH2:28]2)(=[O:24])=[O:23]. The catalyst class is: 6. (6) Reactant: [CH3:1][C@@H:2]1[C@H:14](/[C:15](/[CH3:32])=[CH:16]/[C@@H:17]([C:19]([CH2:21][CH2:22][CH2:23][CH:24]2[CH2:31][C:29](=[O:30])[NH:28][C:26](=[O:27])[CH2:25]2)=[O:20])[CH3:18])[O:13][C:11](=[O:12])[CH:10]=[CH:9][CH2:8][CH2:7][CH:6]=[CH:5][C@H:4]([O:33][CH3:34])[C@H:3]1[OH:35].[OH2:36]. Product: [CH3:1][C@H:2]1[C@H:3]([OH:35])[C@@H:4]([O:33][CH3:34])[CH:5]=[CH:6][CH2:7][CH2:8][CH:9]=[CH:10][C:11](=[O:13])[O:12][C@H:16]([C@@H:17]([C:19]([CH2:21][CH2:22][CH2:23][CH:24]2[CH2:31][C:29](=[O:30])[NH:28][C:26](=[O:27])[CH2:25]2)=[O:20])[CH3:18])[C:15]([CH3:32])=[CH:14]1.[CH3:18][C@H:17]([C:19]([CH2:21][CH2:22][CH2:23][CH:24]1[CH2:25][C:26](=[O:27])[NH:28][C:29](=[O:30])[CH2:31]1)=[O:20])/[CH:16]=[C:15](/[C@H:14]([OH:13])[C@H:2]([C@H:3]([OH:35])[C@@H:4]([O:33][CH3:34])/[CH:5]=[CH:6]/[CH2:7][CH2:8]/[CH:9]=[CH:10]/[C:11]([OH:36])=[O:12])[CH3:1])\[CH3:32]. The catalyst class is: 16.